From a dataset of Full USPTO retrosynthesis dataset with 1.9M reactions from patents (1976-2016). Predict the reactants needed to synthesize the given product. (1) Given the product [F:27][C:22]1[CH:21]=[C:20]([NH:19][C:12]2[CH:11]=[CH:10][C:9]([O:8][C:5]3[CH:4]=[CH:3][C:2]([NH:1][C:29]4[CH:34]=[CH:33][C:32]([F:35])=[C:31]([F:36])[CH:30]=4)=[CH:7][N:6]=3)=[CH:18][C:13]=2[C:14]([OH:16])=[O:15])[CH:25]=[CH:24][C:23]=1[F:26], predict the reactants needed to synthesize it. The reactants are: [NH2:1][C:2]1[CH:3]=[CH:4][C:5]([O:8][C:9]2[CH:10]=[CH:11][C:12]([NH:19][C:20]3[CH:25]=[CH:24][C:23]([F:26])=[C:22]([F:27])[CH:21]=3)=[C:13]([CH:18]=2)[C:14]([O:16]C)=[O:15])=[N:6][CH:7]=1.Br[C:29]1[CH:34]=[CH:33][C:32]([F:35])=[C:31]([F:36])[CH:30]=1. (2) Given the product [Br:27][C:24]1[CH:25]=[CH:26][C:21]([S:18]([N:15]2[CH2:16][CH2:17][NH:12][CH2:13][CH2:14]2)(=[O:20])=[O:19])=[C:22]([NH:4][CH2:3][CH2:1][OH:2])[CH:23]=1, predict the reactants needed to synthesize it. The reactants are: [CH2:1]([CH2:3][NH2:4])[OH:2].C(OC([N:12]1[CH2:17][CH2:16][N:15]([S:18]([C:21]2[CH:26]=[CH:25][C:24]([Br:27])=[CH:23][C:22]=2F)(=[O:20])=[O:19])[CH2:14][CH2:13]1)=O)(C)(C)C. (3) Given the product [CH3:1][C:2]1[S:6][C:5]([NH2:7])=[CH:4][CH:3]=1.[F:18][C:17]([F:20])([F:19])[C:15]([OH:21])=[O:16], predict the reactants needed to synthesize it. The reactants are: [CH3:1][C:2]1[S:6][C:5]([NH:7]C(=O)OC(C)(C)C)=[CH:4][CH:3]=1.[C:15]([OH:21])([C:17]([F:20])([F:19])[F:18])=[O:16].